Dataset: NCI-60 drug combinations with 297,098 pairs across 59 cell lines. Task: Regression. Given two drug SMILES strings and cell line genomic features, predict the synergy score measuring deviation from expected non-interaction effect. Drug 1: C1CN1P(=S)(N2CC2)N3CC3. Drug 2: CC1=C(C=C(C=C1)C(=O)NC2=CC(=CC(=C2)C(F)(F)F)N3C=C(N=C3)C)NC4=NC=CC(=N4)C5=CN=CC=C5. Cell line: SR. Synergy scores: CSS=-5.99, Synergy_ZIP=2.64, Synergy_Bliss=1.25, Synergy_Loewe=-7.54, Synergy_HSA=-6.48.